Dataset: Forward reaction prediction with 1.9M reactions from USPTO patents (1976-2016). Task: Predict the product of the given reaction. (1) Given the reactants [CH2:1]([C@@:4]1([CH3:37])[CH2:9][C@H:8]([C:10]2[CH:15]=[CH:14][CH:13]=[C:12]([Cl:16])[CH:11]=2)[C@@H:7]([C:17]2[CH:22]=[CH:21][C:20]([Cl:23])=[CH:19][CH:18]=2)[N:6]([C@@H:24]([CH2:34][CH3:35])[CH2:25][NH:26][S:27]([C:30]([CH3:33])([CH3:32])[CH3:31])(=[O:29])=[O:28])[C:5]1=[O:36])[CH:2]=[CH2:3].[H-].[Na+].I[CH3:41].O, predict the reaction product. The product is: [CH2:1]([C@@:4]1([CH3:37])[CH2:9][C@H:8]([C:10]2[CH:15]=[CH:14][CH:13]=[C:12]([Cl:16])[CH:11]=2)[C@@H:7]([C:17]2[CH:18]=[CH:19][C:20]([Cl:23])=[CH:21][CH:22]=2)[N:6]([C@@H:24]([CH2:34][CH3:35])[CH2:25][N:26]([CH3:41])[S:27]([C:30]([CH3:31])([CH3:33])[CH3:32])(=[O:28])=[O:29])[C:5]1=[O:36])[CH:2]=[CH2:3]. (2) The product is: [F:1][C:2]1[C:7]([O:8][CH3:9])=[CH:6][C:5]([O:10][CH3:11])=[C:4]([F:12])[C:3]=1[C:13]1[N:18]=[C:17]2[NH:19][N:20]=[C:21]([C:22]3[CH:31]=[C:30]4[C:25]([CH2:26][CH2:27][N:28]([S:47]([CH3:46])(=[O:49])=[O:48])[CH2:29]4)=[CH:24][CH:23]=3)[C:16]2=[CH:15][N:14]=1. Given the reactants [F:1][C:2]1[C:7]([O:8][CH3:9])=[CH:6][C:5]([O:10][CH3:11])=[C:4]([F:12])[C:3]=1[C:13]1[N:18]=[C:17]2[NH:19][N:20]=[C:21]([C:22]3[CH:31]=[C:30]4[C:25]([CH2:26][CH2:27][N:28](C(OC(C)(C)C)=O)[CH2:29]4)=[CH:24][CH:23]=3)[C:16]2=[CH:15][N:14]=1.C(O)(C(F)(F)F)=O.[CH3:46][S:47](Cl)(=[O:49])=[O:48], predict the reaction product. (3) Given the reactants O[C:2]1[N:3]=[C:4]2[N:9]=[CH:8][CH:7]=[CH:6][N:5]2[C:10]=1[C:11]([O:13][CH2:14][CH3:15])=[O:12].P(Cl)(Cl)([Cl:18])=O, predict the reaction product. The product is: [Cl:18][C:2]1[N:3]=[C:4]2[N:9]=[CH:8][CH:7]=[CH:6][N:5]2[C:10]=1[C:11]([O:13][CH2:14][CH3:15])=[O:12]. (4) Given the reactants [F:1][C:2]1[CH:7]=[CH:6][C:5]([N:8]([CH:12]2[CH2:17][CH2:16][NH:15][CH2:14][CH2:13]2)[C:9](=[O:11])[CH3:10])=[CH:4][CH:3]=1.[C:18]1(=O)[CH2:23][CH2:22][CH2:21][CH2:20][CH2:19]1.[BH-](OC(C)=O)(OC(C)=O)OC(C)=O.[Na+], predict the reaction product. The product is: [CH:18]1([N:15]2[CH2:16][CH2:17][CH:12]([N:8]([C:5]3[CH:4]=[CH:3][C:2]([F:1])=[CH:7][CH:6]=3)[C:9](=[O:11])[CH3:10])[CH2:13][CH2:14]2)[CH2:23][CH2:22][CH2:21][CH2:20][CH2:19]1. (5) Given the reactants FC1(F)[CH2:7][CH2:6][N:5]([C:8]([C:10]2[NH:28][C:13]3=[N:14][CH:15]=[C:16]([O:18][CH:19]4[CH2:24][CH2:23][N:22]([CH:25]([CH3:27])[CH3:26])[CH2:21][CH2:20]4)[CH:17]=[C:12]3[CH:11]=2)=[O:9])[CH2:4][CH2:3]1.F[B-](F)(F)F.N1([O:44]C(N(C)C)=[N+](C)C)C2C=CC=CC=2N=N1.N1CCOCC1.C(N(CC)C(C)C)(C)C, predict the reaction product. The product is: [CH:25]([N:22]1[CH2:23][CH2:24][CH:19]([O:18][C:16]2[CH:17]=[C:12]3[CH:11]=[C:10]([C:8]([N:5]4[CH2:4][CH2:3][O:44][CH2:7][CH2:6]4)=[O:9])[NH:28][C:13]3=[N:14][CH:15]=2)[CH2:20][CH2:21]1)([CH3:27])[CH3:26]. (6) Given the reactants N[C:2]1[O:3][C:4]2[C:9]([CH:10]([C:14]3[CH:19]=[C:18]([O:20][CH3:21])[C:17]([O:22][CH3:23])=[C:16]([O:24][CH3:25])[CH:15]=3)[C:11]=1[C:12]#[N:13])=[CH:8][CH:7]=[C:6]([O:26][CH3:27])[CH:5]=2.C(ON=O)(C)(C)C.[BH4-].[Na+], predict the reaction product. The product is: [C:12]([C:11]1[CH:10]([C:14]2[CH:19]=[C:18]([O:20][CH3:21])[C:17]([O:22][CH3:23])=[C:16]([O:24][CH3:25])[CH:15]=2)[C:9]2[C:4](=[CH:5][C:6]([O:26][CH3:27])=[CH:7][CH:8]=2)[O:3][CH:2]=1)#[N:13]. (7) The product is: [NH2:5][CH2:6][C:7]1[CH:8]=[C:9]([NH:13][C:14]2[N:19]=[C:18]([C:20]3[C:21]([C:29]4[CH:30]=[C:31]([NH:35][C:36](=[O:43])[CH2:37][C:38]5[S:39][CH:40]=[CH:41][CH:42]=5)[CH:32]=[CH:33][CH:34]=4)=[N:22][N:23]4[CH:28]=[CH:27][CH:26]=[CH:25][C:24]=34)[CH:17]=[CH:16][N:15]=2)[CH:10]=[CH:11][CH:12]=1. Given the reactants FC(F)(F)C([NH:5][CH2:6][C:7]1[CH:12]=[CH:11][CH:10]=[C:9]([NH:13][C:14]2[N:19]=[C:18]([C:20]3[C:21]([C:29]4[CH:34]=[CH:33][CH:32]=[C:31]([NH:35][C:36](=[O:43])[CH2:37][C:38]5[S:39][CH:40]=[CH:41][CH:42]=5)[CH:30]=4)=[N:22][N:23]4[CH:28]=[CH:27][CH:26]=[CH:25][C:24]=34)[CH:17]=[CH:16][N:15]=2)[CH:8]=1)=O.O[Li].O, predict the reaction product.